From a dataset of Forward reaction prediction with 1.9M reactions from USPTO patents (1976-2016). Predict the product of the given reaction. (1) Given the reactants [F:1][C:2]1[CH:3]=[C:4]([CH:8]=[C:9]([C:11]2[CH:12]=[CH:13][C:14]3[O:18][C:17]([C:19]4[CH:24]=[CH:23][C:22]([F:25])=[CH:21][CH:20]=4)=[C:16]([C:26](=[O:29])[NH:27][CH3:28])[C:15]=3[CH:30]=2)[CH:10]=1)[C:5]([OH:7])=O.Cl.Cl.[N:33]1[CH:38]=[CH:37][CH:36]=[CH:35][C:34]=1[C:39]1([NH2:42])[CH2:41][CH2:40]1, predict the reaction product. The product is: [F:1][C:2]1[CH:10]=[C:9]([C:11]2[CH:12]=[CH:13][C:14]3[O:18][C:17]([C:19]4[CH:24]=[CH:23][C:22]([F:25])=[CH:21][CH:20]=4)=[C:16]([C:26]([NH:27][CH3:28])=[O:29])[C:15]=3[CH:30]=2)[CH:8]=[C:4]([C:5](=[O:7])[NH:42][C:39]2([C:34]3[CH:35]=[CH:36][CH:37]=[CH:38][N:33]=3)[CH2:41][CH2:40]2)[CH:3]=1. (2) Given the reactants [CH2:1]([O:8][C@@H:9]([C@@H:22]([N:32]([CH2:40][C:41]1[CH:46]=[CH:45][CH:44]=[CH:43][CH:42]=1)[CH2:33][C:34]1[CH:39]=[CH:38][CH:37]=[CH:36][CH:35]=1)[CH2:23][C:24]1[CH:29]=[C:28]([F:30])[CH:27]=[C:26]([F:31])[CH:25]=1)[C@H:10]([NH:13][CH2:14][C@@H:15]([OH:21])[CH2:16][CH2:17][CH:18]([CH3:20])[CH3:19])[CH2:11][OH:12])[C:2]1[CH:7]=[CH:6][CH:5]=[CH:4][CH:3]=1.C(=O)([O-])[O-].[Na+].[Na+].NO.[C:55](O[C:55]([O:57][C:58]([CH3:61])([CH3:60])[CH3:59])=[O:56])([O:57][C:58]([CH3:61])([CH3:60])[CH3:59])=[O:56], predict the reaction product. The product is: [C:58]([O:57][C:55](=[O:56])[N:13]([C@H:10]([CH2:11][OH:12])[C@@H:9]([O:8][CH2:1][C:2]1[CH:7]=[CH:6][CH:5]=[CH:4][CH:3]=1)[C@@H:22]([N:32]([CH2:33][C:34]1[CH:35]=[CH:36][CH:37]=[CH:38][CH:39]=1)[CH2:40][C:41]1[CH:42]=[CH:43][CH:44]=[CH:45][CH:46]=1)[CH2:23][C:24]1[CH:29]=[C:28]([F:30])[CH:27]=[C:26]([F:31])[CH:25]=1)[CH2:14][C@@H:15]([OH:21])[CH2:16][CH2:17][CH:18]([CH3:19])[CH3:20])([CH3:61])([CH3:60])[CH3:59].